Predict the reaction yield, written as a fraction of the theoretical maximum amount of product (1.0 means a 100% yield; for example, 0.34 means a 34% yield). From a dataset of Reaction yield outcomes from USPTO patents with 853,638 reactions. (1) The reactants are [CH3:1][O:2][C:3]1[CH:4]=[C:5]2[C:10](=[CH:11][C:12]=1[O:13][CH3:14])[C:9]([CH3:15])=[N:8][C:7]([OH:16])=[C:6]2[CH2:17][C:18]1[C:19]([NH:31][CH3:32])=[N:20][C:21]2[CH:22]=[C:23]3[O:30]C[O:28][C:24]3=[CH:25][C:26]=2[CH:27]=1.B(Cl)(Cl)[Cl:34].[Cl-:37]. The catalyst is C(Cl)Cl. The product is [ClH:34].[ClH:37].[OH:16][C:7]1[N:8]=[C:9]([CH3:15])[C:10]2[C:5]([C:6]=1[CH2:17][C:18]1[C:19]([NH:31][CH3:32])=[N:20][C:21]3[C:26]([CH:27]=1)=[CH:25][C:24]([OH:28])=[C:23]([OH:30])[CH:22]=3)=[CH:4][C:3]([O:2][CH3:1])=[C:12]([O:13][CH3:14])[CH:11]=2. The yield is 0.310. (2) The yield is 1.00. The catalyst is C(O)C. The product is [NH2:27][C:13]1[CH:14]=[C:15]([N:18]2[CH2:19][CH2:20][N:21]([CH2:24][CH2:25][OH:26])[CH2:22][CH2:23]2)[CH:16]=[CH:17][C:12]=1/[CH:11]=[CH:10]/[C:3]1[C:4]2[C:9](=[CH:8][CH:7]=[CH:6][CH:5]=2)[NH:1][N:2]=1. The reactants are [NH:1]1[C:9]2[C:4](=[CH:5][CH:6]=[CH:7][CH:8]=2)[C:3](/[CH:10]=[CH:11]/[C:12]2[CH:17]=[CH:16][C:15]([N:18]3[CH2:23][CH2:22][N:21]([CH2:24][CH2:25][OH:26])[CH2:20][CH2:19]3)=[CH:14][C:13]=2[N+:27]([O-])=O)=[N:2]1.[Sn].Cl.[OH-].[Na+]. (3) The reactants are [CH3:1][O:2][C:3](=[O:23])[CH2:4][NH:5][C:6]([C:8]1[C:13]([OH:14])=[CH:12][C:11](OS(C(F)(F)F)(=O)=O)=[CH:10][N:9]=1)=[O:7].[Cl:24][C:25]1[CH:26]=[C:27](B(O)O)[CH:28]=[CH:29][CH:30]=1.[O-]P([O-])([O-])=O.[K+].[K+].[K+]. The catalyst is O1CCOCC1.C1C=CC(P(C2C=CC=CC=2)[C-]2C=CC=C2)=CC=1.C1C=CC(P(C2C=CC=CC=2)[C-]2C=CC=C2)=CC=1.Cl[Pd]Cl.[Fe+2]. The product is [CH3:1][O:2][C:3](=[O:23])[CH2:4][NH:5][C:6]([C:8]1[C:13]([OH:14])=[CH:12][C:11]([C:29]2[CH:28]=[CH:27][CH:26]=[C:25]([Cl:24])[CH:30]=2)=[CH:10][N:9]=1)=[O:7]. The yield is 0.530. (4) The reactants are [Cl:1][C:2]1[CH:15]=[CH:14][C:5]([CH2:6][N:7]2[CH2:12][CH2:11][CH:10]([NH2:13])[CH2:9][CH2:8]2)=[CH:4][C:3]=1[O:16][CH2:17][CH3:18].[CH3:19][O:20][C:21]1[CH:22]=[C:23]([CH:27]=[CH:28][C:29]=1[CH3:30])[C:24](O)=[O:25]. No catalyst specified. The product is [Cl:1][C:2]1[CH:15]=[CH:14][C:5]([CH2:6][N:7]2[CH2:12][CH2:11][CH:10]([NH:13][C:24](=[O:25])[C:23]3[CH:27]=[CH:28][C:29]([CH3:30])=[C:21]([O:20][CH3:19])[CH:22]=3)[CH2:9][CH2:8]2)=[CH:4][C:3]=1[O:16][CH2:17][CH3:18]. The yield is 0.690.